From a dataset of Forward reaction prediction with 1.9M reactions from USPTO patents (1976-2016). Predict the product of the given reaction. (1) Given the reactants C([O:8][CH2:9][CH2:10][CH2:11][CH2:12][CH2:13][CH2:14][NH:15][C:16]([NH:18][S:19]([C:22]1[CH:27]=[CH:26][C:25]([CH3:28])=[CH:24][CH:23]=1)(=[O:21])=[O:20])=[NH:17])C1C=CC=CC=1.C.C(O)(=O)C, predict the reaction product. The product is: [OH:8][CH2:9][CH2:10][CH2:11][CH2:12][CH2:13][CH2:14][NH:15][C:16]([NH:18][S:19]([C:22]1[CH:23]=[CH:24][C:25]([CH3:28])=[CH:26][CH:27]=1)(=[O:21])=[O:20])=[NH:17]. (2) Given the reactants [C:1]([C:3]1[CH:4]=[C:5]([N+:14]([O-])=O)[C:6]([OH:13])=[C:7]([CH:12]=1)[C:8]([O:10][CH3:11])=[O:9])#[N:2].CO, predict the reaction product. The product is: [NH2:14][C:5]1[C:6]([OH:13])=[C:7]([CH:12]=[C:3]([C:1]#[N:2])[CH:4]=1)[C:8]([O:10][CH3:11])=[O:9]. (3) Given the reactants [NH2:1][C@@H:2]([CH3:7])[C:3]([O:5][CH3:6])=[O:4].CCN(CC)CC.[CH3:15][C:16]([O:19][C:20](O[C:20]([O:19][C:16]([CH3:18])([CH3:17])[CH3:15])=[O:21])=[O:21])([CH3:18])[CH3:17], predict the reaction product. The product is: [C:16]([O:19][C:20]([NH:1][C@@H:2]([CH3:7])[C:3]([O:5][CH3:6])=[O:4])=[O:21])([CH3:18])([CH3:17])[CH3:15]. (4) Given the reactants [H-].[Na+].[I-].[Cl:4][C:5]1[CH:24]=[CH:23][C:8]([O:9][C:10]2[CH:15]=[CH:14][C:13]([C:16](=[O:18])[CH3:17])=[C:12]([C:19]([F:22])([F:21])[F:20])[CH:11]=2)=[CH:7][CH:6]=1.[CH2:25]1COCC1, predict the reaction product. The product is: [Cl:4][C:5]1[CH:6]=[CH:7][C:8]([O:9][C:10]2[CH:15]=[CH:14][C:13]([C:16]3([CH3:25])[CH2:17][O:18]3)=[C:12]([C:19]([F:20])([F:21])[F:22])[CH:11]=2)=[CH:23][CH:24]=1. (5) Given the reactants [CH3:1][CH2:2][C:3]1[CH:4]=[CH:5][C:6]([C:9]([CH:11]([CH2:13][N:14]2[CH2:19][CH2:18][CH2:17][CH2:16][CH2:15]2)[CH3:12])=[O:10])=[CH:7][CH:8]=1.[C:20]([OH:27])(=[O:26])/[CH:21]=[CH:22]/[C:23]([OH:25])=[O:24], predict the reaction product. The product is: [CH3:1][CH2:2][C:3]1[CH:8]=[CH:7][C:6]([C:9]([CH:11]([CH2:13][N:14]2[CH2:19][CH2:18][CH2:17][CH2:16][CH2:15]2)[CH3:12])=[O:10])=[CH:5][CH:4]=1.[C:20]([O-:27])(=[O:26])/[CH:21]=[CH:22]/[C:23]([O-:25])=[O:24].